Regression/Classification. Given a drug SMILES string, predict its absorption, distribution, metabolism, or excretion properties. Task type varies by dataset: regression for continuous measurements (e.g., permeability, clearance, half-life) or binary classification for categorical outcomes (e.g., BBB penetration, CYP inhibition). For this dataset (b3db_regression), we predict Y. From a dataset of Blood-brain barrier permeability regression values from the B3DB database. (1) The compound is CCC1(C(=O)NC(=O)NC1=O)CC. The Y is -0.140 log(BB ratio). (2) The drug is C1CCN(CC1)CCOC2=CC=C(C=C2)OC3=C(C=CC4=C3C=CC(=C4)O)C5=CC=CC(=C5)C#N. The Y is 0.170 log(BB ratio). (3) The molecule is CN(C)CC1=CC(=NC=C1)C2=CC(=CC=C2)NC3=C(C=CN3)[N+](=O)[O-]. The Y is -0.280 log(BB ratio). (4) The Y is -0.220 log(BB ratio). The molecule is CCCN(CC1CC1)C2=NC(=NC3=C2CCN3C4=C(C=C(C=C4)Cl)Cl)C. (5) The Y is -0.300 log(BB ratio). The compound is CC1([C@H](C(=O)NCC(=O)N[C@H](C(=O)N[C@H](C(SS1)(C)C)C(=O)O)CC2=CC=CC=C2)NC(=O)[C@H](CC3=CC=C(C=C3)O)N)C.